This data is from Reaction yield outcomes from USPTO patents with 853,638 reactions. The task is: Predict the reaction yield, written as a fraction of the theoretical maximum amount of product (1.0 means a 100% yield; for example, 0.34 means a 34% yield). (1) The product is [CH2:22]([O:1][C:2]1[N:6]([CH3:7])[N:5]=[C:4]([C:8]([F:11])([F:10])[F:9])[C:3]=1[CH2:12][OH:15])[C:21]#[CH:20]. The yield is 0.492. The reactants are [OH:1][C:2]1[N:6]([CH3:7])[N:5]=[C:4]([C:8]([F:11])([F:10])[F:9])[CH:3]=1.[C:12](=[O:15])([O-])[O-].[K+].[K+].C=O.[CH2:20](Br)[C:21]#[CH:22]. The catalyst is CN(C=O)C.O.C(OCC)(=O)C. (2) The reactants are [F:1][C:2]1[CH:10]=[C:9]2[C:5]([C:6]([C:20]3[CH:21]=[N:22][NH:23][CH:24]=3)=[CH:7][N:8]2S(C2C=CC=CC=2)(=O)=O)=[CH:4][CH:3]=1.I[CH:26]1[CH2:29][N:28]([C:30]([O:32][C:33]([CH3:36])([CH3:35])[CH3:34])=[O:31])[CH2:27]1.[H-].[Na+].[OH-].[Na+]. The catalyst is CN(C=O)C.O. The product is [F:1][C:2]1[CH:10]=[C:9]2[C:5]([C:6]([C:20]3[CH:24]=[N:23][N:22]([CH:26]4[CH2:27][N:28]([C:30]([O:32][C:33]([CH3:36])([CH3:35])[CH3:34])=[O:31])[CH2:29]4)[CH:21]=3)=[CH:7][NH:8]2)=[CH:4][CH:3]=1. The yield is 0.620. (3) The reactants are Cl.[CH2:2]([O:4][C:5](=[O:10])[C@H:6]([CH2:8][SH:9])[NH2:7])[CH3:3].[C:11](Cl)([C:24]1[CH:29]=[CH:28][CH:27]=[CH:26][CH:25]=1)([C:18]1[CH:23]=[CH:22][CH:21]=[CH:20][CH:19]=1)[C:12]1[CH:17]=[CH:16][CH:15]=[CH:14][CH:13]=1. The catalyst is CN(C=O)C. The product is [CH2:2]([O:4][C:5](=[O:10])[C@H:6]([CH2:8][S:9][C:11]([C:12]1[CH:17]=[CH:16][CH:15]=[CH:14][CH:13]=1)([C:24]1[CH:25]=[CH:26][CH:27]=[CH:28][CH:29]=1)[C:18]1[CH:19]=[CH:20][CH:21]=[CH:22][CH:23]=1)[NH2:7])[CH3:3]. The yield is 0.880. (4) The reactants are [C:1]([O:5][C:6](=[O:17])[NH:7][C:8]1[C:13]([F:14])=[CH:12][CH:11]=[C:10]([NH2:15])[C:9]=1[F:16])([CH3:4])([CH3:3])[CH3:2].[CH3:18][N:19]1[CH:23]=[C:22]([S:24](Cl)(=[O:26])=[O:25])[N:21]=[CH:20]1.N1C=CC=CC=1. The catalyst is ClCCl. The product is [C:1]([O:5][C:6](=[O:17])[NH:7][C:8]1[C:13]([F:14])=[CH:12][CH:11]=[C:10]([NH:15][S:24]([C:22]2[N:21]=[CH:20][N:19]([CH3:18])[CH:23]=2)(=[O:26])=[O:25])[C:9]=1[F:16])([CH3:4])([CH3:2])[CH3:3]. The yield is 0.950. (5) The reactants are [H-].[Na+].[C:3]([C:6]1[O:7][CH:8]=[CH:9][CH:10]=1)(=[O:5])[CH3:4].C(O)(=O)C.[C:15](=O)([O:19]CC)[O:16][CH2:17][CH3:18]. No catalyst specified. The product is [CH2:17]([O:16][C:15](=[O:19])[CH2:4][C:3]([C:6]1[O:7][CH:8]=[CH:9][CH:10]=1)=[O:5])[CH3:18]. The yield is 0.710. (6) The product is [F:1][C:2]1[CH:20]=[C:19]([NH2:21])[CH:18]=[CH:17][C:3]=1[O:4][CH:5]1[C:10]2=[C:11]([CH:14]([CH3:15])[CH3:16])[CH:12]=[CH:13][N:9]2[N:8]=[CH:7][NH:6]1. The reactants are [F:1][C:2]1[CH:20]=[C:19]([N+:21]([O-])=O)[CH:18]=[CH:17][C:3]=1[O:4][CH:5]1[C:10]2=[C:11]([CH:14]([CH3:16])[CH3:15])[CH:12]=[CH:13][N:9]2[N:8]=[CH:7][NH:6]1.[Cl-].[NH4+]. The yield is 1.00. The catalyst is [Zn].CO.O1CCCC1. (7) The reactants are [CH:1]1([NH:6][C:7]2[CH:8]=[C:9]([O:25][CH3:26])[CH:10]=[C:11]3[C:15]=2[NH:14][C:13]([C:16]2[S:17][CH2:18][C@@H:19]([CH2:21][C:22](O)=[O:23])[N:20]=2)=[CH:12]3)[CH2:5][CH2:4][CH2:3][CH2:2]1.CN.C(Cl)CCl.C1C=CC2N(O)N=[N:39][C:37]=2C=1.C(=O)(O)[O-].[Na+]. The catalyst is CN(C)C=O. The product is [CH:1]1([NH:6][C:7]2[CH:8]=[C:9]([O:25][CH3:26])[CH:10]=[C:11]3[C:15]=2[NH:14][C:13]([C:16]2[S:17][CH2:18][C@@H:19]([CH2:21][C:22]([NH:39][CH3:37])=[O:23])[N:20]=2)=[CH:12]3)[CH2:5][CH2:4][CH2:3][CH2:2]1. The yield is 0.460. (8) The reactants are C1(NC(N)=S)C=CC=CC=1.[Cl:11][C:12]1[CH:17]=[CH:16][C:15]([NH:18][C:19]([NH:21][C:22]2[CH:27]=[CH:26][CH:25]=[C:24]([F:28])[C:23]=2[Cl:29])=[S:20])=[C:14]([OH:30])[C:13]=1[S:31]([N:34]([CH3:36])[CH3:35])(=[O:33])=[O:32].[Si:37](Cl)([C:40]([CH3:43])([CH3:42])[CH3:41])([CH3:39])[CH3:38].N1C=CN=C1. No catalyst specified. The product is [Cl:29][C:23]1[C:24]([F:28])=[CH:25][CH:26]=[CH:27][C:22]=1[NH:21][C:19]([NH:18][C:15]1[CH:16]=[CH:17][C:12]([Cl:11])=[C:13]([S:31]([N:34]([CH3:36])[CH3:35])(=[O:33])=[O:32])[C:14]=1[O:30][Si:37]([C:40]([CH3:43])([CH3:42])[CH3:41])([CH3:39])[CH3:38])=[S:20]. The yield is 0.500. (9) The catalyst is C(OCC)(=O)C. The product is [N-:19]=[C:4]=[O:3].[C:9]([CH:13]1[CH2:18][CH2:17][CH2:16][CH2:15][CH2:14]1)([CH3:12])([CH3:11])[CH3:10]. The yield is 0.480. The reactants are O=C(Cl)[O:3][C:4](Cl)(Cl)Cl.[C:9]([CH:13]1[CH2:18][CH2:17][CH:16]([NH2:19])[CH2:15][CH2:14]1)([CH3:12])([CH3:11])[CH3:10].C.